Task: Predict the product of the given reaction.. Dataset: Forward reaction prediction with 1.9M reactions from USPTO patents (1976-2016) (1) Given the reactants [NH2:1]OS(O)(=O)=O.[OH-].[K+].[NH2:9][C:10]1[CH:15]=[CH:14][CH:13]=[CH:12][N:11]=1.C(=O)([O-])[O-].[K+].[K+].[IH:22], predict the reaction product. The product is: [IH:22].[NH:9]=[C:10]1[CH:15]=[CH:14][CH:13]=[CH:12][N:11]1[NH2:1]. (2) Given the reactants [C:1]1([CH2:7][CH2:8][CH2:9][NH:10][C@H:11]2[CH2:16][CH2:15][C@H:14]([C:17]3[CH:26]=[CH:25][C:20]4[NH:21][C:22](=[O:24])[O:23][C:19]=4[CH:18]=3)[CH2:13][CH2:12]2)[CH:6]=[CH:5][CH:4]=[CH:3][CH:2]=1.O.[BH-](OC(C)=O)(OC(C)=O)O[C:30](C)=O.[Na+].[OH-].[Na+], predict the reaction product. The product is: [CH3:30][N:10]([CH2:9][CH2:8][CH2:7][C:1]1[CH:6]=[CH:5][CH:4]=[CH:3][CH:2]=1)[C@H:11]1[CH2:12][CH2:13][C@H:14]([C:17]2[CH:26]=[CH:25][C:20]3[NH:21][C:22](=[O:24])[O:23][C:19]=3[CH:18]=2)[CH2:15][CH2:16]1. (3) The product is: [CH2:1]([C:5]1[N:21]=[C:8]2[C:9]([C:19]#[N:20])=[C:10]([CH3:18])[C:11]([CH2:14][CH2:15][CH2:16][CH3:17])=[C:12]([Cl:24])[N:7]2[N:6]=1)[CH:2]([CH3:4])[CH3:3]. Given the reactants [CH2:1]([C:5]1[NH:21][C:8]2=[C:9]([C:19]#[N:20])[C:10]([CH3:18])=[C:11]([CH2:14][CH2:15][CH2:16][CH3:17])[C:12](=O)[N:7]2[N:6]=1)[CH:2]([CH3:4])[CH3:3].P(Cl)(Cl)([Cl:24])=O, predict the reaction product. (4) The product is: [OH:5][CH2:4][C:3]#[C:2][CH2:1][N:11]1[C:7](=[O:17])[C:8]2[C:9](=[CH:13][CH:14]=[CH:15][CH:16]=2)[C:10]1=[O:12]. Given the reactants [CH2:1](O)[C:2]#[C:3][CH2:4][OH:5].[C:7]1(=[O:17])[NH:11][C:10](=[O:12])[C:9]2=[CH:13][CH:14]=[CH:15][CH:16]=[C:8]12.C1(P(C2C=CC=CC=2)C2C=CC=CC=2)C=CC=CC=1.N(C(OC(C)C)=O)=NC(OC(C)C)=O, predict the reaction product. (5) Given the reactants C[Si](C)(C)Cl.Br[CH2:7][C:8]([O:10][CH3:11])=[O:9].C1C[C@H]2N(C[C@H]3[C@@H]4CCCCN4C[C@@H]2C3)CC1.[CH:29](=[O:36])[C:30]1[CH:35]=[CH:34][CH:33]=[CH:32][CH:31]=1.Cl, predict the reaction product. The product is: [OH:36][C@H:29]([C:30]1[CH:35]=[CH:34][CH:33]=[CH:32][CH:31]=1)[CH2:7][C:8]([O:10][CH3:11])=[O:9]. (6) Given the reactants [C:1]1([S:7]([N:10]2[CH2:12][CH:11]2[C:13]([N:15]2[CH2:20][CH2:19][N:18]([C:21]3[CH:26]=[C:25]([CH3:27])[CH:24]=[CH:23][C:22]=3[CH3:28])[CH2:17][CH2:16]2)=[O:14])(=[O:9])=[O:8])[CH:6]=[CH:5][CH:4]=[CH:3][CH:2]=1.[I-].[Na+].[CH:31]1([N:37]=[C:38]=[O:39])[CH2:36][CH2:35][CH2:34][CH2:33][CH2:32]1, predict the reaction product. The product is: [C:1]1([S:7]([N:10]2[CH2:12][CH:11]([C:13]([N:15]3[CH2:16][CH2:17][N:18]([C:21]4[CH:26]=[C:25]([CH3:27])[CH:24]=[CH:23][C:22]=4[CH3:28])[CH2:19][CH2:20]3)=[O:14])[N:37]([CH:31]3[CH2:36][CH2:35][CH2:34][CH2:33][CH2:32]3)[C:38]2=[O:39])(=[O:9])=[O:8])[CH:6]=[CH:5][CH:4]=[CH:3][CH:2]=1.